From a dataset of Catalyst prediction with 721,799 reactions and 888 catalyst types from USPTO. Predict which catalyst facilitates the given reaction. (1) Reactant: [Na+].[CH3:2][O:3][C:4]1[CH:5]=[C:6]2[C:11](=[CH:12][CH:13]=1)[CH:10]=[C:9]([C@H:14]([CH3:18])[C:15]([O-:17])=[O:16])[CH:8]=[CH:7]2.Br[CH2:20][CH2:21][OH:22].CCOCC.CCCCCC. Product: [CH3:2][O:3][C:4]1[CH:5]=[C:6]2[C:11](=[CH:12][CH:13]=1)[CH:10]=[C:9]([C@H:14]([CH3:18])[C:15]([O:17][CH2:20][CH2:21][OH:22])=[O:16])[CH:8]=[CH:7]2. The catalyst class is: 85. (2) Reactant: [OH:1][C:2]1[CH:9]=[CH:8][C:5]([CH:6]=[CH2:7])=[CH:4][CH:3]=1.CC1(C)O[C@H]2[C@@H]3OC(C)(C)O[C@]3(C(O)=O)O[C@H]2C[O:12]1.O.OO.NC(N)=O.[Na].Cl. Product: [OH:1][C:2]1[CH:9]=[CH:8][C:5]([CH:6]2[CH2:7][O:12]2)=[CH:4][CH:3]=1. The catalyst class is: 489. (3) The catalyst class is: 63. Product: [C:1]([O:5][C:6]([N:8]1[CH2:13][CH2:12][CH:11]([NH:19][CH2:15][CH2:16][CH2:17][CH3:18])[CH2:10][CH2:9]1)=[O:7])([CH3:4])([CH3:3])[CH3:2]. Reactant: [C:1]([O:5][C:6]([N:8]1[CH2:13][CH2:12][C:11](=O)[CH2:10][CH2:9]1)=[O:7])([CH3:4])([CH3:3])[CH3:2].[CH2:15]([NH2:19])[CH2:16][CH2:17][CH3:18]. (4) Reactant: [Br:1][C:2]1[CH:3]=[N:4][N:5]([C:7]2([CH2:18][CH2:19]OS(C)(=O)=O)[CH2:10][N:9]([C:11]([O:13][C:14]([CH3:17])([CH3:16])[CH3:15])=[O:12])[CH2:8]2)[CH:6]=1.[F-].C([N+](CCCC)(CCCC)CCCC)CCC. Product: [Br:1][C:2]1[CH:3]=[N:4][N:5]([C:7]2([CH:18]=[CH2:19])[CH2:10][N:9]([C:11]([O:13][C:14]([CH3:16])([CH3:15])[CH3:17])=[O:12])[CH2:8]2)[CH:6]=1. The catalyst class is: 1. (5) Reactant: [C:1]([C:3]1[CH:8]=[CH:7][C:6]([CH:9]2[CH2:14][CH2:13][N:12]([C:15]([C:17]3[C:18]([CH3:31])=[CH:19][C:20]([CH:27]4[CH2:30][CH2:29][CH2:28]4)=[C:21]([CH:26]=3)[C:22]([O:24]C)=[O:23])=[O:16])[CH2:11][CH2:10]2)=[CH:5][CH:4]=1)#[N:2].[OH-].[Na+]. Product: [C:1]([C:3]1[CH:8]=[CH:7][C:6]([CH:9]2[CH2:10][CH2:11][N:12]([C:15]([C:17]3[C:18]([CH3:31])=[CH:19][C:20]([CH:27]4[CH2:30][CH2:29][CH2:28]4)=[C:21]([CH:26]=3)[C:22]([OH:24])=[O:23])=[O:16])[CH2:13][CH2:14]2)=[CH:5][CH:4]=1)#[N:2]. The catalyst class is: 5. (6) Reactant: C[O:2][C:3](=O)[CH2:4][C:5]1[C:9]2[CH:10]=[C:11]([CH2:14][N:15]([CH3:17])[CH3:16])[CH:12]=[CH:13][C:8]=2[O:7][CH:6]=1.[NH3:19]. Product: [CH3:16][N:15]([CH2:14][C:11]1[CH:12]=[CH:13][C:8]2[O:7][CH:6]=[C:5]([CH2:4][C:3]([NH2:19])=[O:2])[C:9]=2[CH:10]=1)[CH3:17]. The catalyst class is: 5.